From a dataset of Reaction yield outcomes from USPTO patents with 853,638 reactions. Predict the reaction yield, written as a fraction of the theoretical maximum amount of product (1.0 means a 100% yield; for example, 0.34 means a 34% yield). The reactants are [C:1]([N:4]1[C@@:8]2([C:18]3[CH:23]=[C:22]([Br:24])[CH:21]=[CH:20][C:19]=3[F:25])[CH2:9][O:10][C@H:11]([C:12](N(OC)C)=[O:13])[C@H:7]2[CH2:6][O:5]1)(=[O:3])[CH3:2].[CH3:26][Mg]Br.CC1CCCO1.Cl. The catalyst is C1COCC1.O.C(OCC)(=O)C. The product is [C:1]([N:4]1[C@@:8]2([C:18]3[CH:23]=[C:22]([Br:24])[CH:21]=[CH:20][C:19]=3[F:25])[CH2:9][O:10][C@H:11]([C:12](=[O:13])[CH3:26])[C@H:7]2[CH2:6][O:5]1)(=[O:3])[CH3:2]. The yield is 0.990.